This data is from Forward reaction prediction with 1.9M reactions from USPTO patents (1976-2016). The task is: Predict the product of the given reaction. (1) Given the reactants [OH-].[CH3:2][N+:3]([CH3:6])([CH3:5])[CH3:4].[CH:7]([OH:10])([CH3:9])[CH3:8], predict the reaction product. The product is: [CH3:2][N+:3]([CH3:6])([CH3:5])[CH3:4].[OH-:10].[CH3:8][CH:7]([OH:10])[CH3:9]. (2) Given the reactants N1C=CN=C1.[I:6]I.[Si:8]([O:25][CH2:26][CH2:27][CH2:28][CH2:29][CH2:30]O)([C:21]([CH3:24])([CH3:23])[CH3:22])([C:15]1[CH:20]=[CH:19][CH:18]=[CH:17][CH:16]=1)[C:9]1[CH:14]=[CH:13][CH:12]=[CH:11][CH:10]=1.C1C=CC(P(C2C=CC=CC=2)C2C=CC=CC=2)=CC=1, predict the reaction product. The product is: [C:21]([Si:8]([O:25][CH2:26][CH2:27][CH2:28][CH2:29][CH2:30][I:6])([C:15]1[CH:16]=[CH:17][CH:18]=[CH:19][CH:20]=1)[C:9]1[CH:14]=[CH:13][CH:12]=[CH:11][CH:10]=1)([CH3:23])([CH3:24])[CH3:22]. (3) The product is: [CH3:1][O:2][C:3]1[CH:4]=[CH:5][C:6]([N:9]2[CH2:10][CH2:11][N:12]([CH2:15][CH2:16][NH:17][CH2:32][C:23]3[CH:22]=[C:21]([CH2:18][CH2:19][CH3:20])[N:25]([C:26]4[CH:31]=[CH:30][CH:29]=[CH:28][CH:27]=4)[N:24]=3)[CH2:13][CH2:14]2)=[CH:7][CH:8]=1. Given the reactants [CH3:1][O:2][C:3]1[CH:8]=[CH:7][C:6]([N:9]2[CH2:14][CH2:13][N:12]([CH2:15][CH2:16][NH2:17])[CH2:11][CH2:10]2)=[CH:5][CH:4]=1.[CH2:18]([C:21]1[N:25]([C:26]2[CH:31]=[CH:30][CH:29]=[CH:28][CH:27]=2)[N:24]=[C:23]([CH:32]=O)[CH:22]=1)[CH2:19][CH3:20], predict the reaction product. (4) Given the reactants [CH3:1][O:2][C:3](=[O:14])[CH2:4][C:5]1[CH:10]=[C:9]([O:11][CH3:12])[CH:8]=[CH:7][C:6]=1[Cl:13].[CH:15]([N-]C(C)C)(C)C.[Li+].IC, predict the reaction product. The product is: [CH3:1][O:2][C:3](=[O:14])[CH:4]([C:5]1[CH:10]=[C:9]([O:11][CH3:12])[CH:8]=[CH:7][C:6]=1[Cl:13])[CH3:15]. (5) The product is: [F:1][C:2]1[C:3]([N+:13]([O-:15])=[O:14])=[CH:4][C:5]([CH3:12])=[C:6]([CH:7]=1)[NH2:8]. Given the reactants [F:1][C:2]1[CH:3]=[CH:4][C:5]([CH3:12])=[C:6]([NH:8]C(=O)C)[CH:7]=1.[N+:13]([O-])([OH:15])=[O:14], predict the reaction product. (6) Given the reactants [H-].[Al+3].[Li+].[H-].[H-].[H-].[CH3:7][O:8][CH2:9][N:10]1[C:14]2[CH:15]=[CH:16][C:17]([CH:19]([C:21]3[CH:25]=[CH:24][N:23]([C:26]4[N:31]=[CH:30][C:29]([NH:32][CH2:33][C:34](OCC)=[O:35])=[CH:28][CH:27]=4)[N:22]=3)[CH3:20])=[CH:18][C:13]=2[S:12][C:11]1=[O:39], predict the reaction product. The product is: [OH:35][CH2:34][CH2:33][NH:32][C:29]1[CH:28]=[CH:27][C:26]([N:23]2[CH:24]=[CH:25][C:21]([CH:19]([C:17]3[CH:16]=[CH:15][C:14]4[N:10]([CH2:9][O:8][CH3:7])[C:11](=[O:39])[S:12][C:13]=4[CH:18]=3)[CH3:20])=[N:22]2)=[N:31][CH:30]=1. (7) Given the reactants Br[C:2]1[CH:16]=[CH:15][C:5]([CH2:6][O:7][Si:8]([C:11]([CH3:14])([CH3:13])[CH3:12])([CH3:10])[CH3:9])=[CH:4][CH:3]=1.[F:17][C:18]([F:25])([F:24])[C@@H:19]1[CH2:23][CH2:22][CH2:21][NH:20]1.CC(C)([O-])C.[Na+].C(OCC)(=O)C, predict the reaction product. The product is: [Si:8]([O:7][CH2:6][C:5]1[CH:15]=[CH:16][C:2]([N:20]2[CH2:21][CH2:22][CH2:23][C@H:19]2[C:18]([F:25])([F:24])[F:17])=[CH:3][CH:4]=1)([C:11]([CH3:14])([CH3:13])[CH3:12])([CH3:10])[CH3:9].